From a dataset of NCI-60 drug combinations with 297,098 pairs across 59 cell lines. Regression. Given two drug SMILES strings and cell line genomic features, predict the synergy score measuring deviation from expected non-interaction effect. (1) Drug 1: CC12CCC(CC1=CCC3C2CCC4(C3CC=C4C5=CN=CC=C5)C)O. Drug 2: C1CN(P(=O)(OC1)NCCCl)CCCl. Cell line: SK-OV-3. Synergy scores: CSS=1.23, Synergy_ZIP=0.143, Synergy_Bliss=2.38, Synergy_Loewe=-0.0393, Synergy_HSA=0.988. (2) Drug 1: C1=C(C(=O)NC(=O)N1)F. Drug 2: C1CCC(C(C1)N)N.C(=O)(C(=O)[O-])[O-].[Pt+4]. Cell line: UACC62. Synergy scores: CSS=36.8, Synergy_ZIP=-7.59, Synergy_Bliss=-12.2, Synergy_Loewe=-9.70, Synergy_HSA=-8.42. (3) Drug 1: CCCS(=O)(=O)NC1=C(C(=C(C=C1)F)C(=O)C2=CNC3=C2C=C(C=N3)C4=CC=C(C=C4)Cl)F. Drug 2: C1=CC(=CC=C1CCC2=CNC3=C2C(=O)NC(=N3)N)C(=O)NC(CCC(=O)O)C(=O)O. Cell line: PC-3. Synergy scores: CSS=39.8, Synergy_ZIP=-0.425, Synergy_Bliss=-3.34, Synergy_Loewe=-23.0, Synergy_HSA=-4.05.